From a dataset of Full USPTO retrosynthesis dataset with 1.9M reactions from patents (1976-2016). Predict the reactants needed to synthesize the given product. (1) Given the product [C:1]1([C@H:7]2[CH2:11][O:10][CH2:9][C@H:8]2[NH:20][CH2:13][C:14]2[CH:19]=[CH:18][CH:17]=[CH:16][CH:15]=2)[CH:6]=[CH:5][CH:4]=[CH:3][CH:2]=1, predict the reactants needed to synthesize it. The reactants are: [C:1]1([CH:7]2[CH2:11][O:10][CH2:9][C:8]2=O)[CH:6]=[CH:5][CH:4]=[CH:3][CH:2]=1.[CH2:13]([NH2:20])[C:14]1[CH:19]=[CH:18][CH:17]=[CH:16][CH:15]=1.C(O)(=O)C.C(O[BH-](OC(=O)C)OC(=O)C)(=O)C.[Na+]. (2) Given the product [NH2:8][C:6]1[CH:5]=[CH:4][N:3]=[C:2]([N:11]2[CH2:16][CH2:15][C:14](=[O:17])[CH2:13][CH2:12]2)[N:7]=1, predict the reactants needed to synthesize it. The reactants are: Cl[C:2]1[N:7]=[C:6]([NH2:8])[CH:5]=[CH:4][N:3]=1.O.Cl.[NH:11]1[CH2:16][CH2:15][C:14](=[O:17])[CH2:13][CH2:12]1.C(N(CC)C(C)C)(C)C. (3) Given the product [Cl:8][C:7]1[CH:6]=[CH:5][C:4]([C:9]([F:12])([F:11])[F:10])=[CH:3][C:2]=1/[CH:17]=[CH:16]/[C:15]([CH2:19][F:20])([OH:18])[CH2:14][F:13], predict the reactants needed to synthesize it. The reactants are: Br[C:2]1[CH:3]=[C:4]([C:9]([F:12])([F:11])[F:10])[CH:5]=[CH:6][C:7]=1[Cl:8].[F:13][CH2:14][C:15]([CH2:19][F:20])([OH:18])[CH:16]=[CH2:17].C(=O)([O-])[O-].[K+].[K+].Cl. (4) Given the product [Cl:18][C:13]1[CH:12]=[C:11]([C@H:10]([NH:19][C:20]([N:22]2[CH2:31][CH:30]([OH:32])[C:29]3[CH:28]=[N:27][C:26]([NH:33][CH:34]([CH3:36])[CH3:35])=[N:25][C:24]=3[CH2:23]2)=[O:21])[CH2:9][OH:8])[CH:16]=[CH:15][C:14]=1[F:17], predict the reactants needed to synthesize it. The reactants are: [Si]([O:8][CH2:9][C@@H:10]([NH:19][C:20]([N:22]1[CH2:31][CH:30]([OH:32])[C:29]2[CH:28]=[N:27][C:26]([NH:33][CH:34]([CH3:36])[CH3:35])=[N:25][C:24]=2[CH2:23]1)=[O:21])[C:11]1[CH:16]=[CH:15][C:14]([F:17])=[C:13]([Cl:18])[CH:12]=1)(C(C)(C)C)(C)C.CCCC[N+](CCCC)(CCCC)CCCC.[F-].